This data is from Forward reaction prediction with 1.9M reactions from USPTO patents (1976-2016). The task is: Predict the product of the given reaction. (1) Given the reactants Cl[C:2]1[C:3]([CH3:21])=[CH:4][C:5]([N+:18]([O-:20])=[O:19])=[C:6]([CH:17]=1)[NH:7][CH2:8][CH2:9][CH2:10][C:11]1[CH:16]=[CH:15][CH:14]=[CH:13][CH:12]=1.C([O-])([O-])=O.[Cs+].[Cs+].[F-].[K+].[CH2:30](B(O)O)[CH2:31][CH3:32], predict the reaction product. The product is: [CH3:21][C:3]1[C:2]([CH2:30][CH2:31][CH3:32])=[CH:17][C:6]([NH:7][CH2:8][CH2:9][CH2:10][C:11]2[CH:16]=[CH:15][CH:14]=[CH:13][CH:12]=2)=[C:5]([N+:18]([O-:20])=[O:19])[CH:4]=1. (2) Given the reactants Cl.[NH:2]1[CH2:7][CH2:6][CH:5]([CH2:8][CH2:9][CH2:10][OH:11])[CH2:4][CH2:3]1.Cl[C:13]1[N:18]=[CH:17][C:16]([CH2:19][CH3:20])=[CH:15][N:14]=1.C([O-])([O-])=O.[Cs+].[Cs+].CN(C=O)C, predict the reaction product. The product is: [CH2:19]([C:16]1[CH:15]=[N:14][C:13]([N:2]2[CH2:7][CH2:6][CH:5]([CH2:8][CH2:9][CH2:10][OH:11])[CH2:4][CH2:3]2)=[N:18][CH:17]=1)[CH3:20]. (3) Given the reactants [F:1][C:2]([F:47])([F:46])[C:3]1[CH:4]=[C:5]([CH:39]=[C:40]([C:42]([F:45])([F:44])[F:43])[CH:41]=1)[CH2:6][N:7]([CH2:15][C:16]1[CH:21]=[C:20]([C:22]([F:25])([F:24])[F:23])[CH:19]=[CH:18][C:17]=1[N:26]([CH2:37][CH3:38])[C:27](=[O:36])[O:28][CH2:29][C:30]1[CH:35]=[CH:34][CH:33]=[CH:32][CH:31]=1)[C:8]1[N:13]=[CH:12][C:11](Br)=[CH:10][N:9]=1.C(P(C(C)(C)C)C1C=CC=CC=1C1C=CC=CC=1)(C)(C)C.CC(C)([O-])C.[Na+].[NH:75]1[CH2:80][CH2:79][O:78][CH2:77][CH2:76]1.C(=O)(O)[O-].[Na+], predict the reaction product. The product is: [F:1][C:2]([F:47])([F:46])[C:3]1[CH:4]=[C:5]([CH:39]=[C:40]([C:42]([F:45])([F:44])[F:43])[CH:41]=1)[CH2:6][N:7]([CH2:15][C:16]1[CH:21]=[C:20]([C:22]([F:25])([F:24])[F:23])[CH:19]=[CH:18][C:17]=1[N:26]([CH2:37][CH3:38])[C:27](=[O:36])[O:28][CH2:29][C:30]1[CH:35]=[CH:34][CH:33]=[CH:32][CH:31]=1)[C:8]1[N:13]=[CH:12][C:11]([N:75]2[CH2:80][CH2:79][O:78][CH2:77][CH2:76]2)=[CH:10][N:9]=1. (4) Given the reactants [F:1][C:2]([F:42])([F:41])[C:3]1[CH:8]=[CH:7][C:6]([C:9]2[N:13](COCC[Si](C)(C)C)[C:12]([N:22]3[CH2:27][CH2:26][N:25]([C:28]4[C:33]([C:34]([F:37])([F:36])[F:35])=[CH:32][CH:31]=[CH:30][N:29]=4)[CH2:24][CH2:23]3)=[N:11][C:10]=2[C:38](O)=[O:39])=[CH:5][CH:4]=1.[CH2:43]([N:45]1[CH2:49][CH2:48][CH2:47][CH:46]1[CH2:50][NH2:51])[CH3:44].F[P-](F)(F)(F)(F)F.N1(O[P+](N(C)C)(N(C)C)N(C)C)C2C=CC=CC=2N=N1.CCN(C(C)C)C(C)C, predict the reaction product. The product is: [CH2:43]([N:45]1[CH2:49][CH2:48][CH2:47][CH:46]1[CH2:50][NH:51][C:38]([C:10]1[N:11]=[C:12]([N:22]2[CH2:23][CH2:24][N:25]([C:28]3[C:33]([C:34]([F:37])([F:35])[F:36])=[CH:32][CH:31]=[CH:30][N:29]=3)[CH2:26][CH2:27]2)[NH:13][C:9]=1[C:6]1[CH:7]=[CH:8][C:3]([C:2]([F:41])([F:42])[F:1])=[CH:4][CH:5]=1)=[O:39])[CH3:44]. (5) Given the reactants [C:1]([O:5][C:6]([NH:8][C@H:9]([CH2:29][C:30]1[CH:35]=[C:34]([F:36])[C:33]([F:37])=[CH:32][C:31]=1[F:38])[CH2:10][C:11]([N:13]1[CH2:18][CH2:17][N:16]2[C:19]([C:25]([F:28])([F:27])[F:26])=[N:20][C:21]([C:22](O)=[O:23])=[C:15]2[CH2:14]1)=[O:12])=[O:7])([CH3:4])([CH3:3])[CH3:2].[CH:39]1([NH2:42])[CH2:41][CH2:40]1.O=C1N(P(Cl)(N2CCOC2=O)=O)CCO1.C(N(CC)CC)C, predict the reaction product. The product is: [C:1]([O:5][C:6](=[O:7])[NH:8][C@H:9]([CH2:29][C:30]1[CH:35]=[C:34]([F:36])[C:33]([F:37])=[CH:32][C:31]=1[F:38])[CH2:10][C:11]([N:13]1[CH2:18][CH2:17][N:16]2[C:19]([C:25]([F:28])([F:27])[F:26])=[N:20][C:21]([C:22](=[O:23])[NH:42][CH:39]3[CH2:41][CH2:40]3)=[C:15]2[CH2:14]1)=[O:12])([CH3:2])([CH3:3])[CH3:4].